From a dataset of Retrosynthesis with 50K atom-mapped reactions and 10 reaction types from USPTO. Predict the reactants needed to synthesize the given product. (1) Given the product COc1cc(CCc2cc(NC(=O)c3ccc(N4CCN(C(=O)OC(C)(C)C)CC4)s3)[nH]n2)cc(OC)c1, predict the reactants needed to synthesize it. The reactants are: COC(=O)c1ccc(N2CCN(C(=O)OC(C)(C)C)CC2)s1.COc1cc(CCc2cc(N)[nH]n2)cc(OC)c1. (2) Given the product Cc1cccc(NC(=O)NCC(=O)N(CC(=O)N2CCCC2)c2ccccc2)c1, predict the reactants needed to synthesize it. The reactants are: Cc1cccc(N=C=O)c1.NCC(=O)N(CC(=O)N1CCCC1)c1ccccc1. (3) The reactants are: COc1cc([N+](=O)[O-])ccc1Cl.OC1CCNC1. Given the product COc1cc([N+](=O)[O-])ccc1N1CC[C@@H](O)C1, predict the reactants needed to synthesize it. (4) Given the product CC(C)Oc1cc(/C=C/C(=O)O)n(Cc2ncc(C(F)(F)F)cc2Cl)n1, predict the reactants needed to synthesize it. The reactants are: COC(=O)/C=C/c1cc(OC(C)C)nn1Cc1ncc(C(F)(F)F)cc1Cl. (5) Given the product Cn1cc(CO)nc1-c1ccc(I)cc1, predict the reactants needed to synthesize it. The reactants are: COC(=O)c1cn(C)c(-c2ccc(I)cc2)n1. (6) Given the product CC(C)(C)OC(=O)N[C@H]1CN(C(=O)OCc2ccccc2)C[C@H]1COS(C)(=O)=O, predict the reactants needed to synthesize it. The reactants are: CC(C)(C)OC(=O)N[C@H]1CN(C(=O)OCc2ccccc2)C[C@H]1CO.CS(=O)(=O)Cl. (7) The reactants are: N.O=c1[nH]c(=O)n([C@H]2C[C@H](O)[C@@H](CO)O2)cc1Br. Given the product Nc1cn([C@H]2C[C@H](O)[C@@H](CO)O2)c(=O)[nH]c1=O, predict the reactants needed to synthesize it.